Dataset: Forward reaction prediction with 1.9M reactions from USPTO patents (1976-2016). Task: Predict the product of the given reaction. (1) Given the reactants Br[C:2]1[C:7]([CH3:8])=[CH:6][C:5]([O:9][CH2:10][CH2:11][CH2:12][S:13]([CH3:16])(=[O:15])=[O:14])=[CH:4][C:3]=1[CH3:17].[OH:18][CH2:19][C:20]1[CH:21]=[C:22](B(O)O)[CH:23]=[CH:24][CH:25]=1.P([O-])([O-])([O-])=O.[K+].[K+].[K+].C(OCC)(=O)C, predict the reaction product. The product is: [CH3:17][C:3]1[CH:4]=[C:5]([O:9][CH2:10][CH2:11][CH2:12][S:13]([CH3:16])(=[O:15])=[O:14])[CH:6]=[C:7]([CH3:8])[C:2]=1[C:24]1[CH:23]=[CH:22][CH:21]=[C:20]([CH2:19][OH:18])[CH:25]=1. (2) Given the reactants Br[C:2]1[C:31]2=[N:32][C:28]3=[CH:29][N:30]2[C:5]([N:6]2[CH2:38][CH2:37][C:9]([CH3:39])([O:10][CH2:11][CH2:12][CH2:13][CH2:14][C@H:15]([CH3:36])[O:16][C:17]4[CH:18]=[CH:19][C:20]([F:35])=[C:21]([F:34])[C:22]=4[C:23]4[CH:33]=[C:27]3[CH:26]=[CH:25][CH:24]=4)[CH2:8][CH2:7]2)=[C:4]([C@H:40]([O:45][C:46]([CH3:49])([CH3:48])[CH3:47])[C:41]([O:43][CH3:44])=[O:42])[C:3]=1[CH3:50].[C:51](O[C@@H](C1C(C)=C(C=C)C2=NC3=CN2C=1N1CCC(C)(OCCCC[C@H](C)OC2C=CC(F)=CC=2C2C=C3C=CC=2)CC1)C(OC)=O)(C)(C)[CH3:52], predict the reaction product. The product is: [C:46]([O:45][C@@H:40]([C:4]1[C:3]([CH3:50])=[C:2]([CH:51]=[CH2:52])[C:31]2=[N:32][C:28]3=[CH:29][N:30]2[C:5]=1[N:6]1[CH2:38][CH2:37][C:9]([CH3:39])([O:10][CH2:11][CH2:12][CH2:13][CH2:14][C@H:15]([CH3:36])[O:16][C:17]2[CH:18]=[CH:19][C:20]([F:35])=[C:21]([F:34])[C:22]=2[C:23]2[CH:33]=[C:27]3[CH:26]=[CH:25][CH:24]=2)[CH2:8][CH2:7]1)[C:41]([O:43][CH3:44])=[O:42])([CH3:48])([CH3:49])[CH3:47].